This data is from Catalyst prediction with 721,799 reactions and 888 catalyst types from USPTO. The task is: Predict which catalyst facilitates the given reaction. (1) Reactant: [CH3:1][C:2]1[CH:8]=[C:7]([OH:9])[C:6]([CH3:10])=[CH:5][C:3]=1[NH2:4].C(=O)([O-])[O-].[K+].[K+].[Cl:17][C:18]1[CH:23]=[CH:22][C:21]([C:24]2([C:27]3[N:31]=[C:30](S(C4C=CC(C)=CC=4)(=O)=O)[S:29][N:28]=3)[CH2:26][CH2:25]2)=[CH:20][CH:19]=1. Product: [Cl:17][C:18]1[CH:23]=[CH:22][C:21]([C:24]2([C:27]3[N:31]=[C:30]([O:9][C:7]4[C:6]([CH3:10])=[CH:5][C:3]([NH2:4])=[C:2]([CH3:1])[CH:8]=4)[S:29][N:28]=3)[CH2:26][CH2:25]2)=[CH:20][CH:19]=1. The catalyst class is: 10. (2) Reactant: [CH3:1][O:2][C:3](=[O:18])[CH2:4][C@H:5]1[CH2:10][CH2:9][C@H:8]([C:11]2[CH:16]=[CH:15][C:14]([NH2:17])=[CH:13][CH:12]=2)[CH2:7][CH2:6]1.CCN=C=NCCCN(C)C.[Cl:30][C:31]1[CH:36]=[CH:35][CH:34]=[CH:33][C:32]=1[C:37]1[O:38][C:39]([C:50]([F:53])([F:52])[F:51])=[C:40]([C:42]([NH:44][CH2:45][CH2:46][C:47](O)=[O:48])=[O:43])[N:41]=1.C1C=CC2N(O)N=NC=2C=1.C(N(C(C)C)C(C)C)C. Product: [CH3:1][O:2][C:3](=[O:18])[CH2:4][C@H:5]1[CH2:6][CH2:7][C@H:8]([C:11]2[CH:12]=[CH:13][C:14]([NH:17][C:47](=[O:48])[CH2:46][CH2:45][NH:44][C:42]([C:40]3[N:41]=[C:37]([C:32]4[CH:33]=[CH:34][CH:35]=[CH:36][C:31]=4[Cl:30])[O:38][C:39]=3[C:50]([F:51])([F:53])[F:52])=[O:43])=[CH:15][CH:16]=2)[CH2:9][CH2:10]1. The catalyst class is: 793. (3) Reactant: [CH3:1][N:2]1[C:7]2=[CH:8][S:9][C:10](C)=[C:6]2[C:5](=[O:12])[N:4]([CH3:13])[C:3]1=[O:14].[F:15][C:16]1[C:21]([C:22]([F:25])([F:24])[F:23])=[CH:20][CH:19]=[CH:18][C:17]=1[C:26]1[N:27]=[C:28]([NH2:31])[S:29][CH:30]=1.CCN=C=NC[CH2:38][CH2:39]N(C)C.Cl.C1C=CC2N([OH:53])N=NC=2C=1. Product: [CH3:1][N:2]1[C:10]2[S:9][CH:8]=[C:7]([CH2:38][C:39]([NH:31][C:28]3[S:29][CH:30]=[C:26]([C:17]4[CH:18]=[CH:19][CH:20]=[C:21]([C:22]([F:23])([F:25])[F:24])[C:16]=4[F:15])[N:27]=3)=[O:53])[C:6]=2[C:5](=[O:12])[N:4]([CH3:13])[C:3]1=[O:14]. The catalyst class is: 864. (4) Reactant: [Mg+2].[Br-].[Br-].[CH2:4]([C@H:11]1[CH2:15][O:14][C:13](=[O:16])[N:12]1[C:17](=[O:32])[CH:18]=[C:19]([C:24]1[CH:29]=[C:28]([F:30])[CH:27]=[C:26]([F:31])[CH:25]=1)[C:20]([F:23])([F:22])[F:21])[C:5]1[CH:10]=[CH:9][CH:8]=[CH:7][CH:6]=1.[H][H]. Product: [CH2:4]([C@H:11]1[CH2:15][O:14][C:13](=[O:16])[N:12]1[C:17](=[O:32])[CH2:18][C@H:19]([C:24]1[CH:29]=[C:28]([F:30])[CH:27]=[C:26]([F:31])[CH:25]=1)[C:20]([F:22])([F:23])[F:21])[C:5]1[CH:10]=[CH:9][CH:8]=[CH:7][CH:6]=1. The catalyst class is: 354. (5) Reactant: [CH3:1][S:2](Cl)(=[O:4])=[O:3].C(N(CC)CC)C.[C:13]([O:17][C:18]([N:20]1[CH2:25][CH2:24][CH2:23][C@@H:22]([CH2:26][OH:27])[CH2:21]1)=[O:19])([CH3:16])([CH3:15])[CH3:14]. Product: [C:13]([O:17][C:18]([N:20]1[CH2:25][CH2:24][CH2:23][C@@H:22]([CH2:26][O:27][S:2]([CH3:1])(=[O:4])=[O:3])[CH2:21]1)=[O:19])([CH3:16])([CH3:15])[CH3:14]. The catalyst class is: 2.